From a dataset of Reaction yield outcomes from USPTO patents with 853,638 reactions. Predict the reaction yield, written as a fraction of the theoretical maximum amount of product (1.0 means a 100% yield; for example, 0.34 means a 34% yield). (1) The reactants are [C:1]1([N:7]2[C:11]([C:12]3[CH:17]=[CH:16][CH:15]=[CH:14][CH:13]=3)=[CH:10][CH:9]=[C:8]2[C:18]2[CH:19]=[C:20]3[C:25](=[CH:26][CH:27]=2)[CH:24]=[C:23]([O:28][CH2:29][C:30]#[N:31])[CH:22]=[CH:21]3)[CH:6]=[CH:5][CH:4]=[CH:3][CH:2]=1.[Cl-].[NH4+].[N-:34]=[N+:35]=[N-:36].[Na+]. The catalyst is CN(C=O)C. The product is [C:1]1([N:7]2[C:11]([C:12]3[CH:13]=[CH:14][CH:15]=[CH:16][CH:17]=3)=[CH:10][CH:9]=[C:8]2[C:18]2[CH:19]=[C:20]3[C:25](=[CH:26][CH:27]=2)[CH:24]=[C:23]([O:28][CH2:29][C:30]2[NH:36][N:35]=[N:34][N:31]=2)[CH:22]=[CH:21]3)[CH:2]=[CH:3][CH:4]=[CH:5][CH:6]=1. The yield is 0.980. (2) The reactants are [Si]([O:8][NH:9][C:10]([C@H:12]1[CH2:17][CH2:16][C@H:15]([N:18]2[C:22]([C:23]([F:26])([F:25])[F:24])=[C:21]([C:27]([N:29]([CH2:39][C:40]([C:42]3[C:47]([Cl:48])=[CH:46][N:45]=[CH:44][C:43]=3[Cl:49])=[O:41])[CH2:30][C:31]3[CH:36]=[C:35]([F:37])[CH:34]=[C:33]([F:38])[CH:32]=3)=[O:28])[CH:20]=[N:19]2)[CH2:14][CH2:13]1)=[O:11])(C(C)(C)C)(C)C.CCCC[N+](CCCC)(CCCC)CCCC.[F-]. The catalyst is C1COCC1. The product is [Cl:49][C:43]1[CH:44]=[N:45][CH:46]=[C:47]([Cl:48])[C:42]=1[C:40](=[O:41])[CH2:39][N:29]([CH2:30][C:31]1[CH:36]=[C:35]([F:37])[CH:34]=[C:33]([F:38])[CH:32]=1)[C:27]([C:21]1[CH:20]=[N:19][N:18]([C@H:15]2[CH2:14][CH2:13][C@H:12]([C:10](=[O:11])[NH:9][OH:8])[CH2:17][CH2:16]2)[C:22]=1[C:23]([F:26])([F:24])[F:25])=[O:28]. The yield is 0.220. (3) The reactants are [CH3:1][C:2]1[C:6]([C:7]2[CH:8]=[CH:9][C:10]([CH3:17])=[C:11]([S:13](Cl)(=[O:15])=[O:14])[CH:12]=2)=[C:5]([CH3:18])[O:4][N:3]=1.[CH2:19]([NH2:34])[CH2:20][O:21][CH2:22][CH2:23][O:24][CH2:25][CH2:26][O:27][CH2:28][CH2:29][O:30][CH2:31][CH2:32][NH2:33]. The catalyst is N1C=CC=CC=1. The product is [CH2:32]([NH:33][S:13]([C:11]1[CH:12]=[C:7]([C:6]2[C:2]([CH3:1])=[N:3][O:4][C:5]=2[CH3:18])[CH:8]=[CH:9][C:10]=1[CH3:17])(=[O:14])=[O:15])[CH2:31][O:30][CH2:29][CH2:28][O:27][CH2:26][CH2:25][O:24][CH2:23][CH2:22][O:21][CH2:20][CH2:19][NH:34][S:13]([C:11]1[CH:12]=[C:7]([C:6]2[C:2]([CH3:1])=[N:3][O:4][C:5]=2[CH3:18])[CH:8]=[CH:9][C:10]=1[CH3:17])(=[O:15])=[O:14]. The yield is 0.0388. (4) The reactants are [CH:1]1([CH2:6][CH:7]([N:11]2[C:16](=[O:17])[CH:15]=[C:14]([O:18][C:19]3[CH:24]=[CH:23][CH:22]=[CH:21][C:20]=3[N:25]3[CH2:29][CH2:28][CH2:27][CH2:26]3)[CH:13]=[N:12]2)[C:8](O)=[O:9])[CH2:5][CH2:4][CH2:3][CH2:2]1.[NH2:30][C:31]1[CH:35]=[CH:34][N:33]([CH2:36][C:37]([CH3:40])([OH:39])[CH3:38])[N:32]=1. No catalyst specified. The product is [CH:1]1([CH2:6][CH:7]([N:11]2[C:16](=[O:17])[CH:15]=[C:14]([O:18][C:19]3[CH:24]=[CH:23][CH:22]=[CH:21][C:20]=3[N:25]3[CH2:29][CH2:28][CH2:27][CH2:26]3)[CH:13]=[N:12]2)[C:8]([NH:30][C:31]2[CH:35]=[CH:34][N:33]([CH2:36][C:37]([OH:39])([CH3:38])[CH3:40])[N:32]=2)=[O:9])[CH2:2][CH2:3][CH2:4][CH2:5]1. The yield is 0.340. (5) The reactants are [F:1][C:2]1[CH:7]=[CH:6][C:5](N)=[CH:4][C:3]=1[C:9]1[CH:10]=[N:11][CH:12]=[CH:13][CH:14]=1.N([O-])=O.[Na+].[BrH:19]. The catalyst is O1CCOCC1.O.[Cu]Br. The product is [Br:19][C:5]1[CH:6]=[CH:7][C:2]([F:1])=[C:3]([C:9]2[CH:10]=[N:11][CH:12]=[CH:13][CH:14]=2)[CH:4]=1. The yield is 0.640. (6) The reactants are Cl[C:2]1[CH:7]=[CH:6][N:5]2[CH:8]=[CH:9][N:10]=[C:4]2[CH:3]=1.B1(B2OC(C)(C)C(C)(C)O2)OC(C)(C)C(C)(C)O1.C([O-])(=O)C.[K+].C1(P(C2CCCCC2)C2CCCCC2)CCCCC1.C(=O)([O-])[O-].[Na+].[Na+].Br[C:60]1[S:61][CH:62]=[CH:63][N:64]=1. The catalyst is O1CCOCC1.[Pd].C1(P(C2C=CC=CC=2)C2C=CC=CC=2)C=CC=CC=1.C1(P(C2C=CC=CC=2)C2C=CC=CC=2)C=CC=CC=1.C1(P(C2C=CC=CC=2)C2C=CC=CC=2)C=CC=CC=1.C1(P(C2C=CC=CC=2)C2C=CC=CC=2)C=CC=CC=1. The product is [S:61]1[CH:62]=[CH:63][N:64]=[C:60]1[C:2]1[CH:7]=[CH:6][N:5]2[CH:8]=[CH:9][N:10]=[C:4]2[CH:3]=1. The yield is 0.450. (7) The reactants are C([NH:5][S:6]([C:9]1[CH:14]=[CH:13][CH:12]=[C:11]([C:15]2[CH:20]=[C:19]([C:21]3[N:26]=[C:25]([C:27]([F:30])([F:29])[F:28])[CH:24]=[C:23]([C:31]4[CH:36]=[CH:35][C:34]([C:37]([F:40])([F:39])[F:38])=[CH:33][C:32]=4[F:41])[N:22]=3)[CH:18]=[CH:17][N:16]=2)[CH:10]=1)(=[O:8])=[O:7])(C)(C)C.C(O)(C(F)(F)F)=O. The catalyst is ClCCl. The product is [F:41][C:32]1[CH:33]=[C:34]([C:37]([F:40])([F:39])[F:38])[CH:35]=[CH:36][C:31]=1[C:23]1[CH:24]=[C:25]([C:27]([F:30])([F:28])[F:29])[N:26]=[C:21]([C:19]2[CH:18]=[CH:17][N:16]=[C:15]([C:11]3[CH:10]=[C:9]([S:6]([NH2:5])(=[O:7])=[O:8])[CH:14]=[CH:13][CH:12]=3)[CH:20]=2)[N:22]=1. The yield is 0.490. (8) The reactants are [H-].[K+].Br[C:4]1[CH:13]=[CH:12][C:11]2[C:6](=[CH:7][CH:8]=[CH:9][CH:10]=2)[N:5]=1.C([Li])CCC.[C:19]([O:23][C:24]([N:26]1[CH2:31][CH2:30][CH2:29][CH2:28][CH:27]1[C:32](=[O:37])N(OC)C)=[O:25])([CH3:22])([CH3:21])[CH3:20]. The catalyst is C1COCC1. The product is [C:19]([O:23][C:24]([N:26]1[CH2:31][CH2:30][CH2:29][CH2:28][CH:27]1[C:32]([C:4]1[CH:13]=[CH:12][C:11]2[C:6](=[CH:7][CH:8]=[CH:9][CH:10]=2)[N:5]=1)=[O:37])=[O:25])([CH3:22])([CH3:21])[CH3:20]. The yield is 0.660. (9) The reactants are [CH3:1][O:2][C:3]1[CH:4]=[C:5]([CH:7]=[CH:8][C:9]=1[O:10][CH3:11])[NH2:6].[Br:12][C:13]1[N:14]=[C:15](Br)[C:16]2[N:17]([CH:19]=[CH:20][N:21]=2)[CH:18]=1.C(N(CC)C(C)C)(C)C.CN([CH:35]=[O:36])C. No catalyst specified. The product is [Br:12][C:13]1[N:14]=[C:15]([NH:6][C:5]2[CH:7]=[C:8]([O:36][CH3:35])[C:9]([O:10][CH3:11])=[C:3]([O:2][CH3:1])[CH:4]=2)[C:16]2[N:17]([CH:19]=[CH:20][N:21]=2)[CH:18]=1. The yield is 0.740. (10) The reactants are [Cl:1][C:2]1[CH:7]=[C:6]([N+:8]([O-])=O)[CH:5]=[CH:4][C:3]=1[O:11][CH2:12][CH2:13][N:14]1[CH2:18][CH2:17][CH2:16][CH2:15]1.Cl. The catalyst is [Pt].CCO. The product is [ClH:1].[Cl:1][C:2]1[CH:7]=[C:6]([NH2:8])[CH:5]=[CH:4][C:3]=1[O:11][CH2:12][CH2:13][N:14]1[CH2:15][CH2:16][CH2:17][CH2:18]1. The yield is 0.570.